This data is from Forward reaction prediction with 1.9M reactions from USPTO patents (1976-2016). The task is: Predict the product of the given reaction. (1) Given the reactants [F:1][C:2]1[CH:33]=[CH:32][C:5]([CH2:6][C:7]2[CH:16]=[C:15]3[C:10]([C:11]([OH:31])=[C:12]([C:26](OCC)=[O:27])[C:13](=[O:25])[N:14]3[CH2:17][CH2:18][N:19]3[CH2:23][CH2:22][CH2:21][C:20]3=[O:24])=[N:9][CH:8]=2)=[CH:4][CH:3]=1.[NH2:34][CH2:35][CH2:36][CH2:37][N:38]1[CH2:42][CH2:41][CH2:40][C:39]1=[O:43], predict the reaction product. The product is: [F:1][C:2]1[CH:3]=[CH:4][C:5]([CH2:6][C:7]2[CH:16]=[C:15]3[C:10]([C:11]([OH:31])=[C:12]([C:26]([NH:34][CH2:35][CH2:36][CH2:37][N:38]4[CH2:42][CH2:41][CH2:40][C:39]4=[O:43])=[O:27])[C:13](=[O:25])[N:14]3[CH2:17][CH2:18][N:19]3[CH2:23][CH2:22][CH2:21][C:20]3=[O:24])=[N:9][CH:8]=2)=[CH:32][CH:33]=1. (2) Given the reactants [CH3:1][C:2]1[C:7](/[CH:8]=[CH:9]/[C:10]([O:12]C)=[O:11])=[CH:6][CH:5]=[C:4]([C:14]([F:17])([F:16])[F:15])[N:3]=1.[OH-].[Na+], predict the reaction product. The product is: [CH3:1][C:2]1[C:7](/[CH:8]=[CH:9]/[C:10]([OH:12])=[O:11])=[CH:6][CH:5]=[C:4]([C:14]([F:16])([F:15])[F:17])[N:3]=1. (3) The product is: [OH:12][C:11]12[C:10]3[C:5](=[CH:6][CH:7]=[CH:8][CH:9]=3)[C:4](=[O:13])[C:3]1([OH:2])[C:14]1[CH:19]=[CH:18][C:17]([CH:20]([CH3:22])[CH3:21])=[CH:16][C:15]=1[N:23]2[C:24](=[O:28])[CH:25]([CH3:27])[CH3:26]. Given the reactants Cl.[OH:2][C:3]1([C:14]2[CH:19]=[CH:18][C:17]([CH:20]([CH3:22])[CH3:21])=[CH:16][C:15]=2[NH:23][C:24](=[O:28])[CH:25]([CH3:27])[CH3:26])[C:11](=[O:12])[C:10]2[C:5](=[CH:6][CH:7]=[CH:8][CH:9]=2)[C:4]1=[O:13], predict the reaction product. (4) Given the reactants [Br:1][C:2]1[CH:7]=[CH:6][CH:5]=[C:4](F)[N:3]=1.CN(C=O)C.[F:14][C:15]1[CH:16]=[C:17]([CH2:21][OH:22])[CH:18]=[CH:19][CH:20]=1.C(=O)([O-])[O-].[Cs+].[Cs+], predict the reaction product. The product is: [Br:1][C:2]1[CH:7]=[CH:6][CH:5]=[C:4]([O:22][CH2:21][C:17]2[CH:18]=[CH:19][CH:20]=[C:15]([F:14])[CH:16]=2)[N:3]=1. (5) Given the reactants C([O:4][C@@H:5]([CH3:40])[C@H:6]([O:32][CH2:33][C:34]1[CH:39]=[CH:38][CH:37]=[CH:36][CH:35]=1)[C@@H:7]([O:24][CH2:25][C:26]1[CH:31]=[CH:30][CH:29]=[CH:28][CH:27]=1)[CH2:8][CH2:9][CH2:10][C@H:11]([NH:16][C:17]([O:19][C:20]([CH3:23])([CH3:22])[CH3:21])=[O:18])[C:12]([O:14]C)=[O:13])(=O)C.O[Li].O, predict the reaction product. The product is: [CH2:25]([O:24][C@H:7]([C@@H:6]([O:32][CH2:33][C:34]1[CH:35]=[CH:36][CH:37]=[CH:38][CH:39]=1)[C@@H:5]([OH:4])[CH3:40])[CH2:8][CH2:9][CH2:10][C@H:11]([NH:16][C:17]([O:19][C:20]([CH3:23])([CH3:22])[CH3:21])=[O:18])[C:12]([OH:14])=[O:13])[C:26]1[CH:31]=[CH:30][CH:29]=[CH:28][CH:27]=1. (6) Given the reactants [C:1]([C:5]1[CH:9]=[C:8]([NH:10][C:11]([NH:13][C:14]2[C:23]3[C:18](=[CH:19][CH:20]=[CH:21][CH:22]=3)[C:17]([O:24][C:25]3[CH:30]=[CH:29][N:28]=[C:27](Cl)[N:26]=3)=[CH:16][CH:15]=2)=[O:12])[N:7]([C:32]2[CH:37]=[CH:36][C:35]([CH3:38])=[CH:34][CH:33]=2)[N:6]=1)([CH3:4])([CH3:3])[CH3:2].[NH2:39][C:40]1[CH:41]=[C:42]([S:48][CH2:49][CH2:50][OH:51])[CH:43]=[C:44]([O:46][CH3:47])[CH:45]=1.C([O-])(O)=O.[Na+], predict the reaction product. The product is: [C:1]([C:5]1[CH:9]=[C:8]([NH:10][C:11]([NH:13][C:14]2[C:23]3[C:18](=[CH:19][CH:20]=[CH:21][CH:22]=3)[C:17]([O:24][C:25]3[CH:30]=[CH:29][N:28]=[C:27]([NH:39][C:40]4[CH:45]=[C:44]([O:46][CH3:47])[CH:43]=[C:42]([S:48][CH2:49][CH2:50][OH:51])[CH:41]=4)[N:26]=3)=[CH:16][CH:15]=2)=[O:12])[N:7]([C:32]2[CH:37]=[CH:36][C:35]([CH3:38])=[CH:34][CH:33]=2)[N:6]=1)([CH3:4])([CH3:3])[CH3:2].